Dataset: Full USPTO retrosynthesis dataset with 1.9M reactions from patents (1976-2016). Task: Predict the reactants needed to synthesize the given product. (1) The reactants are: [NH2:1][C:2]1[CH:10]=[C:9]([Cl:11])[CH:8]=[CH:7][C:3]=1[C:4](O)=[O:5].C1C=CC2N(O)N=[N:18]C=2C=1.[NH4+].[OH-].O. Given the product [NH2:1][C:2]1[CH:10]=[C:9]([Cl:11])[CH:8]=[CH:7][C:3]=1[C:4]([NH2:18])=[O:5], predict the reactants needed to synthesize it. (2) Given the product [Cl:1][C:2]1[CH:7]=[C:6]([CH:5]=[C:4]([CH2:12][OH:17])[N:3]=1)[C:8]([O:10][CH3:11])=[O:9], predict the reactants needed to synthesize it. The reactants are: [Cl:1][C:2]1[CH:7]=[C:6]([C:8]([O:10][CH3:11])=[O:9])[CH:5]=[C:4]([CH3:12])[N+:3]=1[O-].FC(F)(F)C(OC(=O)C(F)(F)F)=[O:17]. (3) Given the product [C:1]1([C:7]2[CH:19]=[CH:18][C:10]([C:11]([OH:13])=[O:12])=[C:9]([NH:20][S:21](/[CH:24]=[CH:25]/[C:26]3[CH:27]=[CH:28][CH:29]=[CH:30][CH:31]=3)(=[O:23])=[O:22])[CH:8]=2)[CH:2]=[CH:3][CH:4]=[CH:5][CH:6]=1, predict the reactants needed to synthesize it. The reactants are: [C:1]1([C:7]2[CH:19]=[CH:18][C:10]([C:11]([O:13]C(C)(C)C)=[O:12])=[C:9]([NH:20][S:21](/[CH:24]=[CH:25]/[C:26]3[CH:31]=[CH:30][CH:29]=[CH:28][CH:27]=3)(=[O:23])=[O:22])[CH:8]=2)[CH:6]=[CH:5][CH:4]=[CH:3][CH:2]=1.